From a dataset of Full USPTO retrosynthesis dataset with 1.9M reactions from patents (1976-2016). Predict the reactants needed to synthesize the given product. (1) Given the product [Cl:29][C:27]1[CH:28]=[C:23]([NH:1][C:2]2[N:7]=[CH:6][C:5]([N:8]3[CH2:13][CH2:12][N:11]([C:14]([O:16][C:17]([CH3:20])([CH3:19])[CH3:18])=[O:15])[CH2:10][C@@H:9]3[CH3:21])=[CH:4][CH:3]=2)[C:24](=[O:31])[N:25]([CH3:30])[N:26]=1, predict the reactants needed to synthesize it. The reactants are: [NH2:1][C:2]1[N:7]=[CH:6][C:5]([N:8]2[CH2:13][CH2:12][N:11]([C:14]([O:16][C:17]([CH3:20])([CH3:19])[CH3:18])=[O:15])[CH2:10][C@@H:9]2[CH3:21])=[CH:4][CH:3]=1.Br[C:23]1[C:24](=[O:31])[N:25]([CH3:30])[N:26]=[C:27]([Cl:29])[CH:28]=1.C([O-])([O-])=O.[Cs+].[Cs+]. (2) Given the product [OH:1][C:2]1[CH:10]=[CH:9][C:5]([C:6]([O:8][CH3:21])=[O:7])=[C:4]([C:11]([F:12])([F:13])[F:14])[CH:3]=1, predict the reactants needed to synthesize it. The reactants are: [OH:1][C:2]1[CH:10]=[CH:9][C:5]([C:6]([OH:8])=[O:7])=[C:4]([C:11]([F:14])([F:13])[F:12])[CH:3]=1.S(=O)(=O)(O)O.O.[CH3:21]O. (3) Given the product [F:19][C:18]([F:21])([F:20])[C:15]1[CH:14]=[C:10]2[C:9](=[CH:17][CH:16]=1)[N:8]=[CH:5][NH:7][C:11]2=[O:12], predict the reactants needed to synthesize it. The reactants are: C(O)(=O)C.[CH:5]([NH2:7])=O.[NH2:8][C:9]1[CH:17]=[CH:16][C:15]([C:18]([F:21])([F:20])[F:19])=[CH:14][C:10]=1[C:11](O)=[O:12]. (4) Given the product [CH3:13][NH:12][CH2:11][CH2:10][C@H:9]([C:21]1[CH:22]=[CH:23][CH:24]=[CH:25][CH:26]=1)[O:8][C:7]1[CH:27]=[CH:28][C:4]([CH2:3][CH2:2][OH:1])=[CH:5][CH:6]=1, predict the reactants needed to synthesize it. The reactants are: [OH:1][CH2:2][CH2:3][C:4]1[CH:28]=[CH:27][C:7]([O:8][C@@H:9]([C:21]2[CH:26]=[CH:25][CH:24]=[CH:23][CH:22]=2)[CH2:10][CH2:11][N:12](C)[C:13](=O)OC(C)(C)C)=[CH:6][CH:5]=1.C(O)(C(F)(F)F)=O. (5) Given the product [Br:8][C:5]1[CH:6]=[CH:7][C:2]([C:15]2([OH:14])[CH2:18][CH:17]([C:19]([O:21][CH3:22])=[O:20])[CH2:16]2)=[CH:3][CH:4]=1, predict the reactants needed to synthesize it. The reactants are: Br[C:2]1[CH:7]=[CH:6][C:5]([Br:8])=[CH:4][CH:3]=1.[Li]CCCC.[O:14]=[C:15]1[CH2:18][CH:17]([C:19]([O:21][CH3:22])=[O:20])[CH2:16]1. (6) The reactants are: [C:1]([O:5][C:6]([NH:8][CH2:9][CH:10]([OH:14])[C:11]([OH:13])=[O:12])=[O:7])([CH3:4])([CH3:3])[CH3:2].[H-].[Na+].[CH2:17](Br)[C:18]1[CH:23]=[CH:22][CH:21]=[CH:20][CH:19]=1. Given the product [CH2:17]([O:14][CH:10]([CH2:9][NH:8][C:6]([O:5][C:1]([CH3:4])([CH3:2])[CH3:3])=[O:7])[C:11]([O:13][CH2:17][C:18]1[CH:23]=[CH:22][CH:21]=[CH:20][CH:19]=1)=[O:12])[C:18]1[CH:23]=[CH:22][CH:21]=[CH:20][CH:19]=1, predict the reactants needed to synthesize it.